This data is from Forward reaction prediction with 1.9M reactions from USPTO patents (1976-2016). The task is: Predict the product of the given reaction. (1) Given the reactants [NH2:1][C@H:2]1[C@H:7]([CH:8]2[CH2:13][CH2:12][CH2:11][CH2:10][CH2:9]2)[CH2:6][CH2:5][N:4]([C:14]([O:16][CH2:17][C:18]2[CH:23]=[CH:22][CH:21]=[CH:20][CH:19]=2)=[O:15])[CH2:3]1.Cl[C:25]([O:27][C:28]1[CH:33]=[CH:32][C:31]([N+:34]([O-:36])=[O:35])=[CH:30][CH:29]=1)=[O:26].C([O-])(O)=O.[Na+], predict the reaction product. The product is: [CH:8]1([C@@H:7]2[CH2:6][CH2:5][N:4]([C:14]([O:16][CH2:17][C:18]3[CH:19]=[CH:20][CH:21]=[CH:22][CH:23]=3)=[O:15])[CH2:3][C@H:2]2[NH:1][C:25]([O:27][C:28]2[CH:29]=[CH:30][C:31]([N+:34]([O-:36])=[O:35])=[CH:32][CH:33]=2)=[O:26])[CH2:13][CH2:12][CH2:11][CH2:10][CH2:9]1. (2) Given the reactants [CH2:1]([OH:4])[CH2:2][OH:3].[Cl:5][C:6]1[N:7]=[C:8]([N:21]2[CH2:25][CH2:24][C:23](=O)[CH2:22]2)[C:9]2[CH2:14][CH2:13][CH:12]([C:15]3[CH:20]=[CH:19][CH:18]=[CH:17][CH:16]=3)[C:10]=2[N:11]=1.CC1C=CC(S(O)(=O)=O)=CC=1.O, predict the reaction product. The product is: [Cl:5][C:6]1[N:7]=[C:8]([N:21]2[CH2:25][CH2:24][C:23]3([O:4][CH2:1][CH2:2][O:3]3)[CH2:22]2)[C:9]2[CH2:14][CH2:13][CH:12]([C:15]3[CH:20]=[CH:19][CH:18]=[CH:17][CH:16]=3)[C:10]=2[N:11]=1. (3) Given the reactants [NH2:1][C:2]1[C:3]([F:21])=[C:4]([C:9]([C:11]2[C:19]3[C:14](=[N:15][CH:16]=[C:17](I)[CH:18]=3)[NH:13][CH:12]=2)=[O:10])[C:5]([F:8])=[CH:6][CH:7]=1.[CH3:22][C:23]1([CH3:39])[C:27]([CH3:29])([CH3:28])[O:26][B:25]([B:25]2[O:26][C:27]([CH3:29])([CH3:28])[C:23]([CH3:39])([CH3:22])[O:24]2)[O:24]1.C([O-])(=O)C.[K+].CN(C)C=O.O, predict the reaction product. The product is: [NH2:1][C:2]1[C:3]([F:21])=[C:4]([C:9]([C:11]2[C:19]3[C:14](=[N:15][CH:16]=[C:17]([B:25]4[O:26][C:27]([CH3:29])([CH3:28])[C:23]([CH3:39])([CH3:22])[O:24]4)[CH:18]=3)[NH:13][CH:12]=2)=[O:10])[C:5]([F:8])=[CH:6][CH:7]=1. (4) Given the reactants [CH2:1]([C:3]1[NH:4][C:5]2[C:10]([CH:11]=1)=[C:9]([C:12]([F:15])([F:14])[F:13])[C:8]([C:16]#[N:17])=[CH:7][CH:6]=2)[CH3:2].Cl[CH2:19][C:20]1[N:24]=[C:23]([C:25]2[CH:30]=[CH:29][CH:28]=[C:27]([C:31]([F:34])([F:33])[F:32])[CH:26]=2)[O:22][N:21]=1, predict the reaction product. The product is: [CH2:1]([C:3]1[N:4]([CH2:19][C:20]2[N:24]=[C:23]([C:25]3[CH:30]=[CH:29][CH:28]=[C:27]([C:31]([F:34])([F:32])[F:33])[CH:26]=3)[O:22][N:21]=2)[C:5]2[C:10]([CH:11]=1)=[C:9]([C:12]([F:15])([F:13])[F:14])[C:8]([C:16]#[N:17])=[CH:7][CH:6]=2)[CH3:2]. (5) Given the reactants [C:1]([O:5][CH2:6][CH2:7][C:8]([OH:10])=O)(=[O:4])[CH:2]=[CH2:3].[N-:11]=[N+:12]=[N-:13].[Na+].[N-]=[N+]=[N-], predict the reaction product. The product is: [C:1]([O:5][CH2:6][CH2:7][C:8]([N:11]=[N+:12]=[N-:13])=[O:10])(=[O:4])[CH:2]=[CH2:3]. (6) The product is: [CH3:45][O:46][C:28]1[CH:29]=[C:6]([O:5][CH3:4])[CH:7]=[CH:8][C:9]=1[CH2:10][N:31]([CH2:30][C:7]1[C:8]2[O:12][N:11]=[C:10]([CH2:13][CH2:14][CH:15]3[CH2:20][CH2:19][NH:18][CH2:17][CH2:16]3)[C:9]=2[CH:28]=[CH:29][C:6]=1[O:5][CH2:4][CH:1]1[CH2:2][CH2:3]1)[CH3:32]. Given the reactants [CH:1]1([CH2:4][O:5][C:6]2[CH:29]=[CH:28][C:9]3[C:10]([CH2:13][CH2:14][CH:15]4[CH2:20][CH2:19][N:18](C(OC(C)(C)C)=O)[CH2:17][CH2:16]4)=[N:11][O:12][C:8]=3[C:7]=2[CH2:30][NH:31][CH2:32]CC2C=CC(OC)=CC=2OC)[CH2:3][CH2:2]1.Cl.[CH3:45][OH:46], predict the reaction product. (7) Given the reactants [NH2:1][C@@H:2]1[CH2:8][O:7]C(C)(C)[O:5][CH2:4][C@H:3]1[OH:11].[CH:12]1[C:16]2[N:17]=[CH:18][NH:19][C:20](=[O:21])[C:15]=2[NH:14][CH:13]=1.[CH2:22]=O, predict the reaction product. The product is: [OH:7][CH2:8][CH:2]([NH:1][CH2:22][C:12]1[C:16]2[N:17]=[CH:18][NH:19][C:20](=[O:21])[C:15]=2[NH:14][CH:13]=1)[CH:3]([OH:11])[CH2:4][OH:5]. (8) The product is: [CH3:1][O:2][C:3](=[O:36])[CH2:4][C:5]1[CH:10]=[CH:9][CH:8]=[C:7]([CH2:11][N:12]([CH2:17][CH2:18][CH2:19][N:20]2[C:28](=[O:29])[NH:27][C:26]3[C:21]2=[N:22][C:23]([O:31][CH2:32][CH2:33][CH2:34][CH3:35])=[N:24][C:25]=3[NH2:30])[C:13](=[O:16])[CH2:14][NH:15][S:44]([CH3:43])(=[O:46])=[O:45])[CH:6]=1. Given the reactants [CH3:1][O:2][C:3](=[O:36])[CH2:4][C:5]1[CH:10]=[CH:9][CH:8]=[C:7]([CH2:11][N:12]([CH2:17][CH2:18][CH2:19][N:20]2[C:28](=[O:29])[NH:27][C:26]3[C:21]2=[N:22][C:23]([O:31][CH2:32][CH2:33][CH2:34][CH3:35])=[N:24][C:25]=3[NH2:30])[C:13](=[O:16])[CH2:14][NH2:15])[CH:6]=1.N1C=CC=CC=1.[CH3:43][S:44](O[S:44]([CH3:43])(=[O:46])=[O:45])(=[O:46])=[O:45], predict the reaction product. (9) Given the reactants C(OC(=O)[NH:7][C:8]1[CH:13]=[CH:12][C:11]([C:14]([F:17])([F:16])[F:15])=[CH:10][C:9]=1[NH:18][C:19](=[O:38])[CH2:20][C:21]([C:23]1[CH:28]=[CH:27][CH:26]=[C:25]([C:29]2[CH:34]=[CH:33][N:32]=[C:31]([CH:35]([CH3:37])[CH3:36])[CH:30]=2)[CH:24]=1)=O)(C)(C)C.C(O)(C(F)(F)F)=O, predict the reaction product. The product is: [CH:35]([C:31]1[CH:30]=[C:29]([C:25]2[CH:24]=[C:23]([C:21]3[CH2:20][C:19](=[O:38])[NH:18][C:9]4[CH:10]=[C:11]([C:14]([F:16])([F:17])[F:15])[CH:12]=[CH:13][C:8]=4[N:7]=3)[CH:28]=[CH:27][CH:26]=2)[CH:34]=[CH:33][N:32]=1)([CH3:37])[CH3:36].